This data is from Catalyst prediction with 721,799 reactions and 888 catalyst types from USPTO. The task is: Predict which catalyst facilitates the given reaction. (1) Reactant: [Si]([C@@:8]1([OH:48])[C@@H:12]([CH2:13][O:14][Si](C(C)(C)C)(C)C)[O:11][C@@H:10]([N:22]2[CH:29]=[C:28]([CH2:30][O:31][C@H:32]([C:37]3[CH:42]=[C:41]([O:43][CH3:44])[CH:40]=[CH:39][C:38]=3[N+:45]([O-:47])=[O:46])[C:33]([CH3:36])([CH3:35])[CH3:34])[C:26]([NH2:27])=[N:25][C:23]2=[O:24])[CH2:9]1)(C(C)(C)C)(C)C.[N+](CCCC)(CCCC)(CCCC)CCCC.[F-]. Product: [CH3:44][O:43][C:41]1[CH:40]=[CH:39][C:38]([N+:45]([O-:47])=[O:46])=[C:37]([C@@H:32]([O:31][CH2:30][C:28]2[C:26]([NH2:27])=[N:25][C:23](=[O:24])[N:22]([CH:29]=2)[C@@H:10]2[O:11][C@H:12]([CH2:13][OH:14])[C@@H:8]([OH:48])[CH2:9]2)[C:33]([CH3:36])([CH3:35])[CH3:34])[CH:42]=1. The catalyst class is: 1. (2) Reactant: [O:1]=[C:2]1[N:7]([CH2:8][C:9]2[CH:14]=[CH:13][CH:12]=[CH:11][CH:10]=2)[C@@H:6]([C:15]([OH:17])=O)[CH2:5][O:4][CH2:3]1.ON1C2C=CC=CC=2N=N1.CN1CCOCC1.[CH2:35]([NH2:42])[C:36]1[CH:41]=[CH:40][CH:39]=[CH:38][CH:37]=1.C(Cl)CCl. Product: [O:1]=[C:2]1[N:7]([CH2:8][C:9]2[CH:10]=[CH:11][CH:12]=[CH:13][CH:14]=2)[C@@H:6]([C:15]([NH:42][CH2:35][C:36]2[CH:41]=[CH:40][CH:39]=[CH:38][CH:37]=2)=[O:17])[CH2:5][O:4][CH2:3]1. The catalyst class is: 2.